Dataset: Peptide-MHC class II binding affinity with 134,281 pairs from IEDB. Task: Regression. Given a peptide amino acid sequence and an MHC pseudo amino acid sequence, predict their binding affinity value. This is MHC class II binding data. The peptide sequence is TLSVTFIGAAPLILSY. The MHC is HLA-DQA10501-DQB10301 with pseudo-sequence HLA-DQA10501-DQB10301. The binding affinity (normalized) is 0.931.